Task: Predict which catalyst facilitates the given reaction.. Dataset: Catalyst prediction with 721,799 reactions and 888 catalyst types from USPTO (1) Reactant: [Cl:1][C:2]1[CH:22]=[CH:21][C:5]([CH2:6][CH:7]([C:18](=O)[CH3:19])[C:8]([O:10][CH2:11][C:12]2[CH:17]=[CH:16][CH:15]=[CH:14][CH:13]=2)=[O:9])=[CH:4][CH:3]=1.N.C([BH3-])#[N:25].[Na+].C(Cl)Cl. Product: [NH2:25][CH:18]([CH3:19])[CH:7]([CH2:6][C:5]1[CH:21]=[CH:22][C:2]([Cl:1])=[CH:3][CH:4]=1)[C:8]([O:10][CH2:11][C:12]1[CH:17]=[CH:16][CH:15]=[CH:14][CH:13]=1)=[O:9]. The catalyst class is: 130. (2) The catalyst class is: 98. Product: [O:37]1[CH2:38][CH2:39][CH:34]([NH:33][C:24]([C:19]2[NH:20][C:21]3[C:17]([C:18]=2[C:27]2[CH:28]=[N:29][CH:30]=[CH:31][CH:32]=2)=[CH:16][C:15]([NH:14][S:11]([C:8]2[CH:7]=[CH:6][C:5]([C:1]([CH3:3])([CH3:2])[CH3:4])=[CH:10][CH:9]=2)(=[O:12])=[O:13])=[CH:23][CH:22]=3)=[O:26])[CH2:35][CH2:36]1. Reactant: [C:1]([C:5]1[CH:10]=[CH:9][C:8]([S:11]([NH:14][C:15]2[CH:16]=[C:17]3[C:21](=[CH:22][CH:23]=2)[NH:20][C:19]([C:24]([OH:26])=O)=[C:18]3[C:27]2[CH:28]=[N:29][CH:30]=[CH:31][CH:32]=2)(=[O:13])=[O:12])=[CH:7][CH:6]=1)([CH3:4])([CH3:3])[CH3:2].[NH2:33][CH:34]1[CH2:39][CH2:38][O:37][CH2:36][CH2:35]1. (3) Reactant: [NH2:1][C@@H:2]1[CH2:10][C:9]2[C:4](=[CH:5][CH:6]=[C:7]([CH2:11][N:12]3[C:16]([C:17]([F:20])([F:19])[F:18])=[C:15]([C:21]([O:23][CH2:24][CH3:25])=[O:22])[CH:14]=[N:13]3)[CH:8]=2)[CH2:3]1.C1CCN2C(=NCCC2)CC1.[CH3:37][CH:38]([S:40](Cl)(=[O:42])=[O:41])[CH3:39].S(Cl)(Cl)(=O)=O. Product: [CH3:37][CH:38]([S:40]([NH:1][C@@H:2]1[CH2:10][C:9]2[C:4](=[CH:5][CH:6]=[C:7]([CH2:11][N:12]3[C:16]([C:17]([F:18])([F:19])[F:20])=[C:15]([C:21]([O:23][CH2:24][CH3:25])=[O:22])[CH:14]=[N:13]3)[CH:8]=2)[CH2:3]1)(=[O:42])=[O:41])[CH3:39]. The catalyst class is: 2. (4) Reactant: [C:1]1([CH3:15])[CH:6]=[C:5]([CH3:7])[CH:4]=[C:3]([CH3:8])[C:2]=1[C:9](=[C:13]=[O:14])[C:10](Cl)=[O:11].C[Si](C)(C)[O:18][C:19]([CH2:21][CH2:22][S:23][C:24]1[CH:29]=[CH:28][CH:27]=[CH:26][CH:25]=1)=[CH2:20]. Product: [OH:14][C:13]1[CH:20]=[C:19]([CH2:21][CH2:22][S:23][C:24]2[CH:29]=[CH:28][CH:27]=[CH:26][CH:25]=2)[O:18][C:10](=[O:11])[C:9]=1[C:2]1[C:3]([CH3:8])=[CH:4][C:5]([CH3:7])=[CH:6][C:1]=1[CH3:15]. The catalyst class is: 113. (5) Reactant: [NH2:1][C:2]1[CH:3]=[C:4]([CH2:8][C:9]([O:11][CH3:12])=[O:10])[CH:5]=[CH:6][CH:7]=1.N1C=CC=CC=1.[CH3:19][S:20](Cl)(=[O:22])=[O:21].C(=O)(O)[O-].[Na+]. Product: [CH3:19][S:20]([NH:1][C:2]1[CH:3]=[C:4]([CH2:8][C:9]([O:11][CH3:12])=[O:10])[CH:5]=[CH:6][CH:7]=1)(=[O:22])=[O:21]. The catalyst class is: 2. (6) Reactant: C(S([C:5]1[N:6]([C:16]2[CH:21]=[CH:20][C:19]([O:22][CH2:23][C:24]([F:30])([F:29])[C:25]([F:28])([F:27])[F:26])=[CH:18][CH:17]=2)[C:7](=[O:15])[C:8]2[CH2:13][C:12](=[O:14])[NH:11][C:9]=2[N:10]=1)=O)C.[O-:31][CH2:32][CH3:33].[Na+].C(O)C.C(O)C. Product: [CH2:32]([O:31][C:5]1[N:6]([C:16]2[CH:21]=[CH:20][C:19]([O:22][CH2:23][C:24]([F:30])([F:29])[C:25]([F:26])([F:28])[F:27])=[CH:18][CH:17]=2)[C:7](=[O:15])[C:8]2[CH2:13][C:12](=[O:14])[NH:11][C:9]=2[N:10]=1)[CH3:33]. The catalyst class is: 7. (7) Reactant: [Cl:1][C:2]1[CH:9]=[CH:8][C:5]([CH:6]=O)=[CH:4][CH:3]=1.[CH:10]1([NH2:16])[CH2:15][CH2:14][CH2:13][CH2:12][CH2:11]1.[CH:17]1[C:26]2[C:21](=[CH:22][CH:23]=[CH:24][CH:25]=2)[CH:20]=[CH:19][C:18]=1[OH:27]. Product: [Cl:1][C:2]1[CH:9]=[CH:8][C:5]([CH:6]([NH:16][CH:10]2[CH2:15][CH2:14][CH2:13][CH2:12][CH2:11]2)[C:17]2[C:26]3[C:21](=[CH:22][CH:23]=[CH:24][CH:25]=3)[CH:20]=[CH:19][C:18]=2[OH:27])=[CH:4][CH:3]=1. The catalyst class is: 2. (8) Reactant: [CH2:1]([C:5]1([CH2:18]OS(C)(=O)=O)[CH2:10][CH2:9][N:8]([C:11]([O:13][C:14]([CH3:17])([CH3:16])[CH3:15])=[O:12])[CH2:7][CH2:6]1)[CH2:2][CH:3]=[CH2:4].[Li+].[B-](CC)(CC)CC.O. Product: [CH2:1]([C:5]1([CH3:18])[CH2:6][CH2:7][N:8]([C:11]([O:13][C:14]([CH3:17])([CH3:16])[CH3:15])=[O:12])[CH2:9][CH2:10]1)[CH2:2][CH:3]=[CH2:4]. The catalyst class is: 1. (9) Reactant: [NH2:1][C:2]1[C:11]2[N:12]=[C:13]([C:27]3[CH:32]=[CH:31][CH:30]=[CH:29][CH:28]=3)[N:14]([CH2:15][CH2:16][CH2:17][CH2:18][NH:19]C(=O)OC(C)(C)C)[C:10]=2[C:9]2[CH:8]=[CH:7][CH:6]=[CH:5][C:4]=2[N:3]=1.Cl. Product: [NH2:19][CH2:18][CH2:17][CH2:16][CH2:15][N:14]1[C:10]2[C:9]3[CH:8]=[CH:7][CH:6]=[CH:5][C:4]=3[N:3]=[C:2]([NH2:1])[C:11]=2[N:12]=[C:13]1[C:27]1[CH:32]=[CH:31][CH:30]=[CH:29][CH:28]=1. The catalyst class is: 5.